Dataset: Forward reaction prediction with 1.9M reactions from USPTO patents (1976-2016). Task: Predict the product of the given reaction. Given the reactants C[O:2][C:3](=[O:39])[CH:4]([O:12][C:13]1[CH:22]=[CH:21][C:20]2[C:15](=[CH:16][CH:17]=[C:18]([CH2:23][NH:24][C:25]([C:27]3[C:31]4[CH:32]=[CH:33][CH:34]=[CH:35][C:30]=4[O:29][C:28]=3[CH2:36][CH3:37])=[O:26])[CH:19]=2)[C:14]=1[Br:38])[CH2:5][C:6]1[CH:11]=[CH:10][CH:9]=[CH:8][CH:7]=1.[OH-].[Na+].O.Cl, predict the reaction product. The product is: [Br:38][C:14]1[C:15]2[C:20](=[CH:19][C:18]([CH2:23][NH:24][C:25]([C:27]3[C:31]4[CH:32]=[CH:33][CH:34]=[CH:35][C:30]=4[O:29][C:28]=3[CH2:36][CH3:37])=[O:26])=[CH:17][CH:16]=2)[CH:21]=[CH:22][C:13]=1[O:12][CH:4]([CH2:5][C:6]1[CH:7]=[CH:8][CH:9]=[CH:10][CH:11]=1)[C:3]([OH:39])=[O:2].